Dataset: TCR-epitope binding with 47,182 pairs between 192 epitopes and 23,139 TCRs. Task: Binary Classification. Given a T-cell receptor sequence (or CDR3 region) and an epitope sequence, predict whether binding occurs between them. The epitope is AVFDRKSDAK. The TCR CDR3 sequence is CASSLYSGGDQPQHF. Result: 0 (the TCR does not bind to the epitope).